Task: Predict the reaction yield, written as a fraction of the theoretical maximum amount of product (1.0 means a 100% yield; for example, 0.34 means a 34% yield).. Dataset: Reaction yield outcomes from USPTO patents with 853,638 reactions (1) The reactants are [OH2:1].C[N+]1([O-])[CH2:8][CH2:7][O:6][CH2:5][CH2:4]1.[C:10]([NH:20][CH2:21][CH2:22][CH2:23][CH2:24][C:25]1[CH:30]=[CH:29][C:28](OCC=C)=CC=1)([O:12][CH2:13][C:14]1[CH:19]=[CH:18][CH:17]=[CH:16][CH:15]=1)=[O:11].OS([O-])=O.[Na+].[C:40]([OH:44])(C)(C)C. The catalyst is CC(C)=O.O.[Os](=O)(=O)(=O)=O. The product is [C:10]([NH:20][CH2:21][CH2:22][CH2:23][CH2:24][C:25]1[CH:30]=[CH:29][CH:28]=[CH:8][C:7]=1[O:6][CH2:5][CH:4]([OH:1])[CH2:40][OH:44])([O:12][CH2:13][C:14]1[CH:15]=[CH:16][CH:17]=[CH:18][CH:19]=1)=[O:11]. The yield is 0.620. (2) The reactants are [CH:1]([N:4]1[CH2:9][CH2:8][CH:7]([CH2:10][O:11][C:12]2[CH:13]=[C:14]([CH:18]3[CH2:22][CH2:21][CH2:20][N:19]3[CH2:23][C:24]([C:26]3[CH:31]=[CH:30][C:29]([O:32][CH3:33])=[CH:28][CH:27]=3)=O)[CH:15]=[CH:16][CH:17]=2)[CH2:6][CH2:5]1)([CH3:3])[CH3:2].N. The catalyst is CO.C(Cl)Cl. The product is [CH:1]([N:4]1[CH2:9][CH2:8][CH:7]([CH2:10][O:11][C:12]2[CH:13]=[C:14]3[C:15]([C@H:24]([C:26]4[CH:27]=[CH:28][C:29]([O:32][CH3:33])=[CH:30][CH:31]=4)[CH2:23][N:19]4[CH2:20][CH2:21][CH2:22][C@H:18]43)=[CH:16][CH:17]=2)[CH2:6][CH2:5]1)([CH3:3])[CH3:2]. The yield is 0.700.